This data is from Forward reaction prediction with 1.9M reactions from USPTO patents (1976-2016). The task is: Predict the product of the given reaction. (1) Given the reactants [C:1]([C:5]1[CH:6]=[C:7]([NH:33][S:34]([CH3:37])(=[O:36])=[O:35])[C:8]([O:31][CH3:32])=[C:9]([NH:11][C:12]([C:14]2[N:15]([CH3:30])[C:16]3[C:21]([CH:22]=2)=[CH:20][CH:19]=[CH:18][C:17]=3[CH2:23][N:24]2[CH2:29][CH2:28][NH:27][CH2:26][CH2:25]2)=[O:13])[CH:10]=1)([CH3:4])([CH3:3])[CH3:2].C(N(CC)C(C)C)(C)C.Cl[CH2:48][C:49](Cl)=[O:50].C(=O)([O-])[O-].[K+].[K+].[CH3:58][N:59]([CH3:66])[CH:60]1[CH2:65][CH2:64][NH:63][CH2:62][CH2:61]1, predict the reaction product. The product is: [C:1]([C:5]1[CH:6]=[C:7]([NH:33][S:34]([CH3:37])(=[O:36])=[O:35])[C:8]([O:31][CH3:32])=[C:9]([NH:11][C:12]([C:14]2[N:15]([CH3:30])[C:16]3[C:21]([CH:22]=2)=[CH:20][CH:19]=[CH:18][C:17]=3[CH2:23][N:24]2[CH2:25][CH2:26][N:27]([C:49](=[O:50])[CH2:48][N:63]3[CH2:64][CH2:65][CH:60]([N:59]([CH3:66])[CH3:58])[CH2:61][CH2:62]3)[CH2:28][CH2:29]2)=[O:13])[CH:10]=1)([CH3:4])([CH3:2])[CH3:3]. (2) Given the reactants [Sn](Cl)Cl.[Br:4][C:5]1[CH:6]=[CH:7][C:8]([CH:14]2[CH2:16][CH2:15]2)=[C:9]([N+:11]([O-])=O)[CH:10]=1, predict the reaction product. The product is: [Br:4][C:5]1[CH:6]=[CH:7][C:8]([CH:14]2[CH2:16][CH2:15]2)=[C:9]([CH:10]=1)[NH2:11]. (3) The product is: [Si:71]([O:10][C:9]([C@@:11]1([CH2:65][F:66])[CH2:16][CH2:15][C:14]([C:17]2[C:18]([CH3:64])([CH3:63])[C@H:19]3[C@:32]([CH3:35])([CH2:33][CH:34]=2)[C@@H:31]2[C@:22]([CH3:62])([C@@:23]4([CH3:61])[C@H:28]([CH2:29][CH2:30]2)[C@H:27]2[C@H:36]([C:39]([CH3:41])=[CH2:40])[CH2:37][CH2:38][C@:26]2([NH:42][CH2:43][CH2:44][N:45]2[CH2:46][CH2:47][C:48]([C:56]([O:58][CH2:59][CH3:60])=[O:57])([C:51]([O:53][CH2:54][CH3:55])=[O:52])[CH2:49][CH2:50]2)[CH2:25][CH2:24]4)[CH2:21][CH2:20]3)=[CH:13][CH2:12]1)=[O:8])([C:67]([CH3:70])([CH3:69])[CH3:68])([CH3:73])[CH3:72]. Given the reactants C([O:8][C:9]([C@@:11]1([CH2:65][F:66])[CH2:16][CH2:15][C:14]([C:17]2[C:18]([CH3:64])([CH3:63])[C@H:19]3[C@:32]([CH3:35])([CH2:33][CH:34]=2)[C@@H:31]2[C@:22]([CH3:62])([C@@:23]4([CH3:61])[C@H:28]([CH2:29][CH2:30]2)[C@H:27]2[C@H:36]([C:39]([CH3:41])=[CH2:40])[CH2:37][CH2:38][C@:26]2([NH:42][CH2:43][CH2:44][N:45]2[CH2:50][CH2:49][C:48]([C:56]([O:58][CH2:59][CH3:60])=[O:57])([C:51]([O:53][CH2:54][CH3:55])=[O:52])[CH2:47][CH2:46]2)[CH2:25][CH2:24]4)[CH2:21][CH2:20]3)=[CH:13][CH2:12]1)=[O:10])C1C=CC=CC=1.[C:67]([SiH:71]([CH3:73])[CH3:72])([CH3:70])([CH3:69])[CH3:68], predict the reaction product. (4) The product is: [C:16]([O:8][C:5]1[CH:4]=[CH:3][C:2]([Br:1])=[CH:7][N:6]=1)(=[O:18])[CH3:17]. Given the reactants [Br:1][C:2]1[CH:3]=[CH:4][C:5]([OH:8])=[N:6][CH:7]=1.C(N(CC)CC)C.[C:16](Cl)(=[O:18])[CH3:17], predict the reaction product. (5) Given the reactants [NH2:1][C:2]1[N:7]=[C:6](Cl)[C:5]([NH:9][CH:10]=[O:11])=[C:4]([Cl:12])[N:3]=1.[NH3:13], predict the reaction product. The product is: [NH2:1][C:2]1[N:7]=[C:6]([NH2:13])[C:5]([NH:9][CH:10]=[O:11])=[C:4]([Cl:12])[N:3]=1. (6) Given the reactants [N+:1]([C:4]1[CH:16]=[CH:15][C:7]2[C:8]([C:11]([O:13][CH3:14])=[O:12])=[N:9][O:10][C:6]=2[CH:5]=1)([O-])=O.[Cl-].[NH4+], predict the reaction product. The product is: [NH2:1][C:4]1[CH:16]=[CH:15][C:7]2[C:8]([C:11]([O:13][CH3:14])=[O:12])=[N:9][O:10][C:6]=2[CH:5]=1. (7) Given the reactants Br[C:2]1[CH:3]=[C:4]2[C:8](=[CH:9][CH:10]=1)[NH:7][C:6]([CH3:11])=[CH:5]2.[H-].[Na+].[Li]C(C)(C)C.[CH3:19][C:20]1([CH3:31])[C:24]([CH3:26])([CH3:25])[O:23][B:22](OC(C)C)[O:21]1, predict the reaction product. The product is: [CH3:11][C:6]1[NH:7][C:8]2[C:4]([CH:5]=1)=[CH:3][C:2]([B:22]1[O:23][C:24]([CH3:26])([CH3:25])[C:20]([CH3:31])([CH3:19])[O:21]1)=[CH:10][CH:9]=2. (8) Given the reactants [ClH:1].[Cl:2][C:3]1[S:7][C:6]([C@H:8]([C:21]([N:23]2[CH2:28][CH2:27][N:26]([C:29]3[C:30]4[C@H:37]([CH3:38])[CH2:36][C@@H:35]([OH:39])[C:31]=4[N:32]=[CH:33][N:34]=3)[CH2:25][CH2:24]2)=[O:22])[CH2:9][N:10]([CH:18]([CH3:20])[CH3:19])C(=O)OC(C)(C)C)=[CH:5][CH:4]=1, predict the reaction product. The product is: [ClH:2].[ClH:1].[Cl:2][C:3]1[S:7][C:6]([C@@H:8]([CH2:9][NH:10][CH:18]([CH3:20])[CH3:19])[C:21]([N:23]2[CH2:24][CH2:25][N:26]([C:29]3[C:30]4[C@H:37]([CH3:38])[CH2:36][C@@H:35]([OH:39])[C:31]=4[N:32]=[CH:33][N:34]=3)[CH2:27][CH2:28]2)=[O:22])=[CH:5][CH:4]=1. (9) Given the reactants [OH:1][C:2]1[C:11]2[C:6](=[N:7][CH:8]=[CH:9][CH:10]=2)[N:5]([C:12]2[CH:17]=[CH:16][CH:15]=[CH:14][CH:13]=2)[C:4](=[O:18])[CH:3]=1.[H-].[Na+].[H][H].[C:23]1([CH:29]([CH2:33][CH3:34])[C:30](Cl)=[O:31])[CH:28]=[CH:27][CH:26]=[CH:25][CH:24]=1.C(=O)([O-])O.[Na+], predict the reaction product. The product is: [C:12]1([N:5]2[C:6]3[C:11](=[CH:10][CH:9]=[CH:8][N:7]=3)[C:2]([O:1][C:30](=[O:31])[CH:29]([C:23]3[CH:28]=[CH:27][CH:26]=[CH:25][CH:24]=3)[CH2:33][CH3:34])=[CH:3][C:4]2=[O:18])[CH:13]=[CH:14][CH:15]=[CH:16][CH:17]=1. (10) Given the reactants [OH:1][CH2:2][CH2:3][CH2:4][N:5]1[CH2:9][CH2:8][CH2:7][C:6]1=[O:10].C1C=CC(P(C2C=CC=CC=2)C2C=CC=CC=2)=CC=1.[Cl:30][C:31]1[CH:36]=[CH:35][C:34]([N:37]([C@H:41]2[C:50]3[C:45](=[CH:46][CH:47]=[CH:48][CH:49]=3)[N:44]([C:51](=[O:59])[C:52]3[CH:57]=[CH:56][C:55](O)=[CH:54][CH:53]=3)[C@@H:43]([CH3:60])[CH2:42]2)[C:38](=[O:40])[CH3:39])=[CH:33][CH:32]=1.CCOC(/N=N/C(OCC)=O)=O, predict the reaction product. The product is: [Cl:30][C:31]1[CH:32]=[CH:33][C:34]([N:37]([C@H:41]2[C:50]3[C:45](=[CH:46][CH:47]=[CH:48][CH:49]=3)[N:44]([C:51](=[O:59])[C:52]3[CH:57]=[CH:56][C:55]([O:1][CH2:2][CH2:3][CH2:4][N:5]4[CH2:9][CH2:8][CH2:7][C:6]4=[O:10])=[CH:54][CH:53]=3)[C@@H:43]([CH3:60])[CH2:42]2)[C:38](=[O:40])[CH3:39])=[CH:35][CH:36]=1.